From a dataset of Reaction yield outcomes from USPTO patents with 853,638 reactions. Predict the reaction yield, written as a fraction of the theoretical maximum amount of product (1.0 means a 100% yield; for example, 0.34 means a 34% yield). (1) The reactants are [NH2:1][CH2:2][C:3]1[N:4]([CH3:22])[C:5](=[O:21])[C:6]2[C:11]([C:12]=1[C:13]1[CH:18]=[CH:17][CH:16]=[CH:15][CH:14]=1)=[CH:10][C:9]([O:19][CH3:20])=[CH:8][CH:7]=2.[C:23]1([CH2:29][CH2:30][CH2:31][CH2:32][C:33](O)=[O:34])[CH:28]=[CH:27][CH:26]=[CH:25][CH:24]=1.Cl.CN(C)CCCN=C=NCC.ON1C2N=CC=CC=2N=N1.C(=O)(O)[O-].[Na+]. The catalyst is CN(C)C=O.O. The product is [CH3:20][O:19][C:9]1[CH:10]=[C:11]2[C:6](=[CH:7][CH:8]=1)[C:5](=[O:21])[N:4]([CH3:22])[C:3]([CH2:2][NH:1][C:33](=[O:34])[CH2:32][CH2:31][CH2:30][CH2:29][C:23]1[CH:28]=[CH:27][CH:26]=[CH:25][CH:24]=1)=[C:12]2[C:13]1[CH:18]=[CH:17][CH:16]=[CH:15][CH:14]=1. The yield is 0.821. (2) The reactants are [NH2:1][CH2:2][CH2:3][CH2:4][OH:5].[C:6](O[C:6]([O:8][C:9]([CH3:12])([CH3:11])[CH3:10])=[O:7])([O:8][C:9]([CH3:12])([CH3:11])[CH3:10])=[O:7]. The catalyst is C(Cl)Cl. The product is [C:9]([O:8][C:6]([NH:1][CH2:2][CH2:3][CH2:4][OH:5])=[O:7])([CH3:12])([CH3:11])[CH3:10]. The yield is 0.999. (3) The reactants are Br[C:2]1[CH:14]=[N:13][C:5]2[NH:6][CH2:7][C:8]([CH3:12])([CH3:11])[CH2:9][O:10][C:4]=2[CH:3]=1.[CH3:15][N:16]([CH2:21][C:22]1[O:23][C:24]2[CH:31]=[CH:30][CH:29]=[CH:28][C:25]=2[C:26]=1[CH3:27])[C:17](=[O:20])[CH:18]=[CH2:19].C(N(C(C)C)C(C)C)C.CC1C=CC=CC=1P(C1C=CC=CC=1C)C1C=CC=CC=1C. The catalyst is C(#N)CC.CN(C=O)C.O.CC([O-])=O.CC([O-])=O.[Pd+2]. The product is [CH3:11][C:8]1([CH3:12])[CH2:7][NH:6][C:5]2[N:13]=[CH:14][C:2](/[CH:19]=[CH:18]/[C:17]([N:16]([CH3:15])[CH2:21][C:22]3[O:23][C:24]4[CH:31]=[CH:30][CH:29]=[CH:28][C:25]=4[C:26]=3[CH3:27])=[O:20])=[CH:3][C:4]=2[O:10][CH2:9]1. The yield is 0.150.